This data is from Reaction yield outcomes from USPTO patents with 853,638 reactions. The task is: Predict the reaction yield, written as a fraction of the theoretical maximum amount of product (1.0 means a 100% yield; for example, 0.34 means a 34% yield). (1) The reactants are C[O:2][C:3](=[O:24])[C@@H:4]([C:13]1[CH:18]=[CH:17][C:16]([S:19]([CH3:22])(=[O:21])=[O:20])=[C:15]([Cl:23])[CH:14]=1)[CH2:5][C@@H:6]1[CH2:10][CH2:9][C:8]([F:12])([F:11])[CH2:7]1.O.[OH-].[Li+]. The catalyst is C(O)C.O. The product is [Cl:23][C:15]1[CH:14]=[C:13]([CH:4]([CH2:5][C@@H:6]2[CH2:10][CH2:9][C:8]([F:12])([F:11])[CH2:7]2)[C:3]([OH:24])=[O:2])[CH:18]=[CH:17][C:16]=1[S:19]([CH3:22])(=[O:20])=[O:21]. The yield is 0.970. (2) The reactants are C(OC([N:8]([C:25]1[CH:30]=[CH:29][N:28]=[C:27](Cl)[N:26]=1)[C:9]1[CH:10]=[C:11]2[C:15](=[CH:16][CH:17]=1)[N:14](C(OC(C)(C)C)=O)[N:13]=[CH:12]2)=O)(C)(C)C.C([O-])([O-])=O.[Na+].[Na+].CC(OC(OC(OC(C)(C)C)=O)=O)(C)C.[N:53]1([C:59]([O:61][C:62]2[CH:67]=[CH:66][CH:65]=[C:64](B3OC(C)(C)C(C)(C)O3)[CH:63]=2)=[O:60])[CH2:58][CH2:57][O:56][CH2:55][CH2:54]1. The catalyst is CCO.O.Cl[Pd](Cl)([P](C1C=CC=CC=1)(C1C=CC=CC=1)C1C=CC=CC=1)[P](C1C=CC=CC=1)(C1C=CC=CC=1)C1C=CC=CC=1. The product is [N:53]1([C:59]([O:61][C:62]2[CH:63]=[CH:64][CH:65]=[C:66]([C:27]3[N:26]=[C:25]([NH:8][C:9]4[CH:10]=[C:11]5[C:15](=[CH:16][CH:17]=4)[NH:14][N:13]=[CH:12]5)[CH:30]=[CH:29][N:28]=3)[CH:67]=2)=[O:60])[CH2:54][CH2:55][O:56][CH2:57][CH2:58]1. The yield is 0.530. (3) The reactants are CS[C:3]1[NH:7][N:6]=[C:5]([C:8]2[CH:13]=[CH:12]N=C[CH:9]=2)[N:4]=1.[NH2:14][CH2:15][C:16]([NH:18][C:19]1[CH:24]=[CH:23][CH:22]=[C:21]([Cl:25])[CH:20]=1)=[O:17].[CH3:26][N:27]1C(=O)CCC1. No catalyst specified. The product is [Cl:25][C:21]1[CH:20]=[C:19]([NH:18][C:16](=[O:17])[CH2:15][NH:14][C:3]2[NH:7][N:6]=[C:5]([C:8]3[CH:9]=[N:27][CH:26]=[CH:12][CH:13]=3)[N:4]=2)[CH:24]=[CH:23][CH:22]=1. The yield is 0.850. (4) The reactants are [CH3:1][N:2]1[CH:6]=[C:5]([N+:7]([O-])=O)[CH:4]=[C:3]1[C:10]([O:12][CH3:13])=[O:11].Cl.[H][H].[CH3:17][N:18]1[CH:22]=[C:21]([N+:23]([O-:25])=[O:24])[CH:20]=[C:19]1[C:26]([OH:28])=O.C(Cl)CCl.CCN(C(C)C)C(C)C. The catalyst is [Pd].CC(N(C)C)=O.C1COCC1. The product is [CH3:1][N:2]1[CH:6]=[C:5]([NH:7][C:26]([C:19]2[N:18]([CH3:17])[CH:22]=[C:21]([N+:23]([O-:25])=[O:24])[CH:20]=2)=[O:28])[CH:4]=[C:3]1[C:10]([O:12][CH3:13])=[O:11]. The yield is 0.750.